Dataset: NCI-60 drug combinations with 297,098 pairs across 59 cell lines. Task: Regression. Given two drug SMILES strings and cell line genomic features, predict the synergy score measuring deviation from expected non-interaction effect. (1) Drug 1: CC(C1=C(C=CC(=C1Cl)F)Cl)OC2=C(N=CC(=C2)C3=CN(N=C3)C4CCNCC4)N. Drug 2: C(CCl)NC(=O)N(CCCl)N=O. Cell line: DU-145. Synergy scores: CSS=-3.97, Synergy_ZIP=1.50, Synergy_Bliss=0.742, Synergy_Loewe=-5.93, Synergy_HSA=-2.98. (2) Drug 1: CNC(=O)C1=NC=CC(=C1)OC2=CC=C(C=C2)NC(=O)NC3=CC(=C(C=C3)Cl)C(F)(F)F. Drug 2: CN(C(=O)NC(C=O)C(C(C(CO)O)O)O)N=O. Cell line: SW-620. Synergy scores: CSS=0.493, Synergy_ZIP=0.908, Synergy_Bliss=0.845, Synergy_Loewe=-13.1, Synergy_HSA=-8.75. (3) Drug 1: CC1CCC2CC(C(=CC=CC=CC(CC(C(=O)C(C(C(=CC(C(=O)CC(OC(=O)C3CCCCN3C(=O)C(=O)C1(O2)O)C(C)CC4CCC(C(C4)OC)OCCO)C)C)O)OC)C)C)C)OC. Drug 2: C(CC(=O)O)C(=O)CN.Cl. Cell line: K-562. Synergy scores: CSS=11.4, Synergy_ZIP=7.59, Synergy_Bliss=17.1, Synergy_Loewe=-8.29, Synergy_HSA=-1.23. (4) Drug 1: C1CCN(CC1)CCOC2=CC=C(C=C2)C(=O)C3=C(SC4=C3C=CC(=C4)O)C5=CC=C(C=C5)O. Drug 2: C1CCC(C1)C(CC#N)N2C=C(C=N2)C3=C4C=CNC4=NC=N3. Cell line: HCC-2998. Synergy scores: CSS=-4.89, Synergy_ZIP=2.46, Synergy_Bliss=-1.69, Synergy_Loewe=-5.27, Synergy_HSA=-6.57. (5) Drug 1: C1=CN(C(=O)N=C1N)C2C(C(C(O2)CO)O)O.Cl. Drug 2: CC1C(C(CC(O1)OC2CC(CC3=C2C(=C4C(=C3O)C(=O)C5=CC=CC=C5C4=O)O)(C(=O)C)O)N)O. Cell line: DU-145. Synergy scores: CSS=39.7, Synergy_ZIP=-8.58, Synergy_Bliss=-12.2, Synergy_Loewe=-28.6, Synergy_HSA=-6.79.